Predict the reactants needed to synthesize the given product. From a dataset of Full USPTO retrosynthesis dataset with 1.9M reactions from patents (1976-2016). (1) Given the product [Cl:32][CH:13]([Cl:12])[C:14]([N:16]1[C@H:20]([CH2:21][F:22])[C@@H:19]([C:23]2[CH:28]=[CH:27][C:26]([C:6]3[CH:7]=[N:8][C:3]([CH2:2][OH:1])=[CH:4][CH:5]=3)=[CH:25][CH:24]=2)[O:18][C:17]1([CH3:30])[CH3:31])=[O:15], predict the reactants needed to synthesize it. The reactants are: [OH:1][CH2:2][C:3]1[N:8]=[CH:7][C:6](B(O)O)=[CH:5][CH:4]=1.[Cl:12][CH:13]([Cl:32])[C:14]([N:16]1[C@H:20]([CH2:21][F:22])[C@@H:19]([C:23]2[CH:28]=[CH:27][C:26](I)=[CH:25][CH:24]=2)[O:18][C:17]1([CH3:31])[CH3:30])=[O:15].C([O-])([O-])=O.[Cs+].[Cs+]. (2) Given the product [C:1]([C:3]1[N:8]=[CH:7][C:6]([NH:9][C:10](=[O:30])[CH2:11][NH2:12])=[CH:5][C:4]=1[NH:31][C:32]1[CH:37]=[C:36]([CH3:38])[CH:35]=[C:34]([CH3:39])[N:33]=1)#[N:2], predict the reactants needed to synthesize it. The reactants are: [C:1]([C:3]1[N:8]=[CH:7][C:6]([NH:9][C:10](=[O:30])[CH2:11][NH:12]C(=O)OCC2C3C=CC=CC=3C3C2=CC=CC=3)=[CH:5][C:4]=1[NH:31][C:32]1[CH:37]=[C:36]([CH3:38])[CH:35]=[C:34]([CH3:39])[N:33]=1)#[N:2].N1CCCCC1.